This data is from Full USPTO retrosynthesis dataset with 1.9M reactions from patents (1976-2016). The task is: Predict the reactants needed to synthesize the given product. (1) Given the product [C:17]([O:16][C:14]([N:11]1[CH2:12][CH2:13][CH:8]([CH:6]2[CH2:22][CH:1]([OH:5])[CH2:2][CH2:3][O:7]2)[CH2:9][CH2:10]1)=[O:15])([CH3:20])([CH3:19])[CH3:18], predict the reactants needed to synthesize it. The reactants are: [CH2:1]([OH:5])[CH2:2][CH:3]=C.[CH:6]([CH:8]1[CH2:13][CH2:12][N:11]([C:14]([O:16][C:17]([CH3:20])([CH3:19])[CH3:18])=[O:15])[CH2:10][CH2:9]1)=[O:7].F[C:22](F)(F)C(O)=O.C(OC(OC(C)(C)C)=O)(OC(C)(C)C)=O.C(N(CC)CC)C.C(=O)([O-])[O-].[K+].[K+]. (2) Given the product [N+:14]([C:12]1[C:11]([N:1]2[CH:5]=[CH:4][CH:3]=[N:2]2)=[N:10][NH:9][CH:13]=1)([O-:16])=[O:15], predict the reactants needed to synthesize it. The reactants are: [NH:1]1[CH:5]=[CH:4][CH:3]=[N:2]1.[N+]([N:9]1[CH:13]=[C:12]([N+:14]([O-:16])=[O:15])[CH:11]=[N:10]1)([O-])=O.S(=O)(=O)(O)N. (3) Given the product [OH:53][C@H:52]([CH2:51][O:50][C:47]1[CH:48]=[CH:49][C:44]([OH:43])=[CH:45][CH:46]=1)[CH2:54][NH:4][CH2:5][CH2:6][C:7]1[CH:8]=[CH:9][C:10]([N:13]2[C:17]3=[N:18][CH:19]=[CH:20][CH:21]=[C:16]3[N:15]([C:22]([CH3:24])=[CH2:23])[C:14]2=[O:25])=[CH:11][CH:12]=1, predict the reactants needed to synthesize it. The reactants are: C(O)=O.[NH2:4][CH2:5][CH2:6][C:7]1[CH:12]=[CH:11][C:10]([N:13]2[C:17]3=[N:18][CH:19]=[CH:20][CH:21]=[C:16]3[N:15]([C:22]([CH3:24])=[CH2:23])[C:14]2=[O:25])=[CH:9][CH:8]=1.C([Si]([O:43][C:44]1[CH:49]=[CH:48][C:47]([O:50][CH2:51][CH:52]2[CH2:54][O:53]2)=[CH:46][CH:45]=1)(C1C=CC=CC=1)C1C=CC=CC=1)(C)(C)C. (4) Given the product [CH3:25][N:26]1[CH:30]=[C:29]([C:4]2[C:5]([O:17][CH2:18][C:19]3[CH:24]=[CH:23][CH:22]=[CH:21][CH:20]=3)=[C:6]([CH:16]=[CH:2][CH:3]=2)[C:7]([NH:9][C:10]2[CH:11]=[N:12][CH:13]=[CH:14][CH:15]=2)=[O:8])[CH:28]=[N:27]1, predict the reactants needed to synthesize it. The reactants are: Br[C:2]1[CH:3]=[CH:4][C:5]([O:17][CH2:18][C:19]2[CH:24]=[CH:23][CH:22]=[CH:21][CH:20]=2)=[C:6]([CH:16]=1)[C:7]([NH:9][C:10]1[CH:11]=[N:12][CH:13]=[CH:14][CH:15]=1)=[O:8].[CH3:25][N:26]1[CH:30]=[C:29](B2OC(C)(C)C(C)(C)O2)[CH:28]=[N:27]1.C(=O)([O-])[O-].[Na+].[Na+]. (5) Given the product [F:1][C:2]1[CH:3]=[CH:4][C:5]([N:8]2[C:16]3[C:11](=[CH:12][C:13]([O:17][C@H:18]([C:22]4[CH:23]=[CH:24][CH:25]=[CH:26][CH:27]=4)[C@@H:19]([NH:21][C:32](=[O:33])[CH2:31][CH2:30][O:29][CH3:28])[CH3:20])=[CH:14][CH:15]=3)[CH:10]=[N:9]2)=[CH:6][CH:7]=1, predict the reactants needed to synthesize it. The reactants are: [F:1][C:2]1[CH:7]=[CH:6][C:5]([N:8]2[C:16]3[C:11](=[CH:12][C:13]([O:17][C@@H:18]([C:22]4[CH:27]=[CH:26][CH:25]=[CH:24][CH:23]=4)[C@H:19]([NH2:21])[CH3:20])=[CH:14][CH:15]=3)[CH:10]=[N:9]2)=[CH:4][CH:3]=1.[CH3:28][O:29][CH2:30][CH2:31][C:32](Cl)=[O:33]. (6) Given the product [Cl:33][CH2:4][C:6]1[CH:15]=[C:14]2[C:9]([CH:10]=[CH:11][N:12]=[CH:13]2)=[CH:8][CH:7]=1, predict the reactants needed to synthesize it. The reactants are: C(O[C:4]([C:6]1[CH:15]=[C:14]2[C:9]([CH:10]=[CH:11][N:12]=[CH:13]2)=[CH:8][CH:7]=1)=O)C.[H-].[Al+3].[Li+].[H-].[H-].[H-].C(N(CC)CC)C.CS([Cl:33])(=O)=O. (7) The reactants are: C[C:2]1[CH:14]=[CH:13][CH:12]=[C:11]([CH3:15])[C:3]=1NCCCCCC.B(O)O.P([O-])([O-])([O-])=O.[K+].[K+].[K+].Cl[C:28]1C=C[C:31]([CH3:34])=[CH:30][CH:29]=1.[O:35]1CCOC[CH2:36]1. Given the product [CH2:15]([C:11]1[CH:3]=[CH:2][C:14]([O:35][CH3:36])=[CH:13][CH:12]=1)[CH2:28][CH2:29][CH2:30][CH2:31][CH3:34], predict the reactants needed to synthesize it. (8) Given the product [CH3:9][O:10][C:11]1[CH:12]=[C:13]([CH:16]=[CH:17][CH:18]=1)[CH2:14][CH:3]([C:2](=[O:7])[CH3:1])[C:4](=[O:6])[CH3:5], predict the reactants needed to synthesize it. The reactants are: [CH3:1][C:2](=[O:7])[CH2:3][C:4](=[O:6])[CH3:5].O.[CH3:9][O:10][C:11]1[CH:12]=[C:13]([CH:16]=[CH:17][CH:18]=1)[CH2:14]Br. (9) Given the product [Br:19][C:13]1[S:12][C:11]([C:14]([O:16][CH2:17][CH3:18])=[O:15])=[N:10][C:9]=1[C:4]1[CH:5]=[CH:6][C:7]([F:8])=[C:2]([Cl:1])[CH:3]=1, predict the reactants needed to synthesize it. The reactants are: [Cl:1][C:2]1[CH:3]=[C:4]([C:9]2[N:10]=[C:11]([C:14]([O:16][CH2:17][CH3:18])=[O:15])[S:12][CH:13]=2)[CH:5]=[CH:6][C:7]=1[F:8].[Br:19]N1C(=O)CCC1=O. (10) Given the product [CH:12]1([CH2:11][CH2:10][CH2:9][C@@H:8]([C:18]2[O:22][N:21]=[C:20]([C:23]([N:33]([CH2:32][CH2:31][N:30]([CH3:35])[CH3:29])[CH3:34])=[O:25])[N:19]=2)[CH2:7][C:6]([O:5][C:1]([CH3:4])([CH3:3])[CH3:2])=[O:28])[CH2:17][CH2:16][CH2:15][CH2:14][CH2:13]1, predict the reactants needed to synthesize it. The reactants are: [C:1]([O:5][C:6](=[O:28])[CH2:7][C@H:8]([C:18]1[O:22][N:21]=[C:20]([C:23]([O:25]CC)=O)[N:19]=1)[CH2:9][CH2:10][CH2:11][CH:12]1[CH2:17][CH2:16][CH2:15][CH2:14][CH2:13]1)([CH3:4])([CH3:3])[CH3:2].[CH3:29][N:30]([CH3:35])[CH2:31][CH2:32][NH:33][CH3:34].